This data is from Full USPTO retrosynthesis dataset with 1.9M reactions from patents (1976-2016). The task is: Predict the reactants needed to synthesize the given product. (1) Given the product [CH2:1]=[C:2]1[CH2:7][CH2:6][O:5][C:3]1=[O:4].[CH3:16][CH2:15][CH2:14][CH2:13][O:12][C:8]([CH:9]=[CH2:10])=[O:11].[C:3]([OH:5])(=[O:4])[CH:2]=[CH2:1], predict the reactants needed to synthesize it. The reactants are: [CH2:1]=[C:2]1[CH2:7][CH2:6][O:5][C:3]1=[O:4].[C:8]([O:12][CH2:13][CH2:14][CH2:15][CH3:16])(=[O:11])[CH:9]=[CH2:10]. (2) Given the product [CH3:28][C:23]1[CH:22]=[CH:21][N:20]=[C:19]([NH:1][CH2:2][CH:3]2[CH2:8][CH2:7][C:6]3([C:12]4[CH:13]=[CH:14][CH:15]=[CH:16][C:11]=4[C:10](=[O:17])[O:9]3)[CH2:5][CH2:4]2)[C:24]=1[N+:25]([O-:27])=[O:26], predict the reactants needed to synthesize it. The reactants are: [NH2:1][CH2:2][CH:3]1[CH2:8][CH2:7][C:6]2([C:12]3[CH:13]=[CH:14][CH:15]=[CH:16][C:11]=3[C:10](=[O:17])[O:9]2)[CH2:5][CH2:4]1.Cl[C:19]1[C:24]([N+:25]([O-:27])=[O:26])=[C:23]([CH3:28])[CH:22]=[CH:21][N:20]=1.CCN(CC)CC. (3) Given the product [N:1]1[S:9][C:7]([NH2:8])=[C:3]2[S:4][CH:5]=[CH:6][C:2]=12, predict the reactants needed to synthesize it. The reactants are: [NH2:1][C:2]1[CH:6]=[CH:5][S:4][C:3]=1[C:7](=[S:9])[NH2:8].OO. (4) Given the product [C:9]([O:13][C:14]([C:16]1([CH2:19][C:20]2[CH:25]=[CH:24][CH:23]=[CH:22][CH:21]=2)[CH2:18][CH2:17]1)=[O:15])([CH3:12])([CH3:11])[CH3:10], predict the reactants needed to synthesize it. The reactants are: [Li+].CC([N-]C(C)C)C.[C:9]([O:13][C:14]([CH:16]1[CH2:18][CH2:17]1)=[O:15])([CH3:12])([CH3:11])[CH3:10].[CH2:19](Br)[C:20]1[CH:25]=[CH:24][CH:23]=[CH:22][CH:21]=1.[NH4+].[Cl-]. (5) Given the product [F:27][CH:25]([F:26])[N:24]1[C:23]2[CH:28]=[CH:29][CH:30]=[CH:31][C:22]=2[N:21]=[C:20]1[C:16]1[CH:17]=[CH:18][CH:19]=[C:14]([N:11]2[CH2:10][CH2:9][NH:8][CH2:13][CH2:12]2)[CH:15]=1, predict the reactants needed to synthesize it. The reactants are: C(OC([N:8]1[CH2:13][CH2:12][N:11]([C:14]2[CH:19]=[CH:18][CH:17]=[C:16]([C:20]3[N:24]([CH:25]([F:27])[F:26])[C:23]4[CH:28]=[CH:29][CH:30]=[CH:31][C:22]=4[N:21]=3)[CH:15]=2)[CH2:10][CH2:9]1)=O)(C)(C)C.Cl. (6) Given the product [CH3:16][C:13]1([CH3:15])[C:12]([CH3:17])([CH3:18])[O:11][B:10]([C:20]2[CH:21]=[N:22][C:23]([N:26]3[CH2:27][CH2:28][CH:29]([O:32][C:33]4[CH:38]=[CH:37][CH:36]=[CH:35][C:34]=4[C:39]([F:40])([F:42])[F:41])[CH2:30][CH2:31]3)=[N:24][CH:25]=2)[O:14]1, predict the reactants needed to synthesize it. The reactants are: [B:10]1([B:10]2[O:14][C:13]([CH3:16])([CH3:15])[C:12]([CH3:18])([CH3:17])[O:11]2)[O:14][C:13]([CH3:16])([CH3:15])[C:12]([CH3:18])([CH3:17])[O:11]1.Br[C:20]1[CH:21]=[N:22][C:23]([N:26]2[CH2:31][CH2:30][CH:29]([O:32][C:33]3[CH:38]=[CH:37][CH:36]=[CH:35][C:34]=3[C:39]([F:42])([F:41])[F:40])[CH2:28][CH2:27]2)=[N:24][CH:25]=1.C([O-])(=O)C.[K+].